Dataset: Reaction yield outcomes from USPTO patents with 853,638 reactions. Task: Predict the reaction yield, written as a fraction of the theoretical maximum amount of product (1.0 means a 100% yield; for example, 0.34 means a 34% yield). The reactants are [C:1]([C:3]1[CH:11]=[CH:10][CH:9]=[C:8]2[C:4]=1[CH:5]=[C:6]([C:12]1[C:17](=[O:18])[N:16]([CH3:19])[N:15]=[C:14]([C:20]3[C:21]([N:40]([CH3:45])[S:41]([CH3:44])(=[O:43])=[O:42])=[CH:22][C:23]4[O:27][C:26]([C:28]5[CH:33]=[CH:32][C:31]([F:34])=[CH:30][CH:29]=5)=[C:25]([C:35]([NH:37][CH3:38])=[O:36])[C:24]=4[CH:39]=3)[CH:13]=1)[NH:7]2)#[N:2].I[CH2:47][CH2:48][O:49][CH3:50].C([O-])([O-])=O.[Cs+].[Cs+]. The catalyst is CN(C=O)C. The product is [C:1]([C:3]1[CH:11]=[CH:10][CH:9]=[C:8]2[C:4]=1[CH:5]=[C:6]([C:12]1[C:17](=[O:18])[N:16]([CH3:19])[N:15]=[C:14]([C:20]3[C:21]([N:40]([CH3:45])[S:41]([CH3:44])(=[O:42])=[O:43])=[CH:22][C:23]4[O:27][C:26]([C:28]5[CH:29]=[CH:30][C:31]([F:34])=[CH:32][CH:33]=5)=[C:25]([C:35]([NH:37][CH3:38])=[O:36])[C:24]=4[CH:39]=3)[CH:13]=1)[N:7]2[CH2:47][CH2:48][O:49][CH3:50])#[N:2]. The yield is 0.560.